From a dataset of Catalyst prediction with 721,799 reactions and 888 catalyst types from USPTO. Predict which catalyst facilitates the given reaction. (1) Reactant: Cl.[CH2:2]1[C@@H:10]2[C@H:5]([CH2:6][N:7]([C:11]([O:13][CH2:14][C:15]3[CH:20]=[C:19]([Cl:21])[CH:18]=[C:17]([Cl:22])[CH:16]=3)=[O:12])[CH2:8][CH2:9]2)[CH2:4][NH:3]1.CN1CC[O:27][CH2:26]C1.[NH2:30][C:31]1[CH:39]=[CH:38][C:34]([C:35]([OH:37])=O)=[CH:33][C:32]=1[OH:40].F[P-](F)(F)(F)(F)F.N1(OC(N(C)C)=[N+](C)C)C2N=CC=CC=2N=N1.C(N1C=CN=C1)(N1C=CN=C1)=O. Product: [O:27]=[C:26]1[NH:30][C:31]2[CH:39]=[CH:38][C:34]([C:35]([N:3]3[CH2:2][C@@H:10]4[C@H:5]([CH2:6][N:7]([C:11]([O:13][CH2:14][C:15]5[CH:16]=[C:17]([Cl:22])[CH:18]=[C:19]([Cl:21])[CH:20]=5)=[O:12])[CH2:8][CH2:9]4)[CH2:4]3)=[O:37])=[CH:33][C:32]=2[O:40]1. The catalyst class is: 9. (2) Reactant: [Cl:1][C:2]1[N:7]=[C:6](S(C)(=O)=O)[N:5]=[C:4]([N:12]2[CH2:17][CH2:16][O:15][CH2:14][CH2:13]2)[CH:3]=1.[NH2:18][CH:19]1[CH2:22][N:21]([C:23]([O:25][C:26]([CH3:29])([CH3:28])[CH3:27])=[O:24])[CH2:20]1.CCN(C(C)C)C(C)C. Product: [Cl:1][C:2]1[CH:3]=[C:4]([N:12]2[CH2:17][CH2:16][O:15][CH2:14][CH2:13]2)[N:5]=[C:6]([NH:18][CH:19]2[CH2:20][N:21]([C:23]([O:25][C:26]([CH3:29])([CH3:28])[CH3:27])=[O:24])[CH2:22]2)[N:7]=1. The catalyst class is: 3. (3) Reactant: [CH3:1][C:2]1([CH3:21])[C:6]([CH3:8])([CH3:7])[O:5][B:4]([C:9]2[CH:10]=[C:11]([CH2:15][C:16]([O:18]CC)=[O:17])[CH:12]=[CH:13][CH:14]=2)[O:3]1.O.[Li+].[OH-]. Product: [CH3:7][C:6]1([CH3:8])[C:2]([CH3:1])([CH3:21])[O:3][B:4]([C:9]2[CH:10]=[C:11]([CH2:15][C:16]([OH:18])=[O:17])[CH:12]=[CH:13][CH:14]=2)[O:5]1. The catalyst class is: 5. (4) Product: [F:27][C:28]1[CH:33]=[C:32]([F:34])[CH:31]=[CH:30][C:29]=1[CH:35]([C:16]1[C:15]2[C:19](=[C:20]([CH2:22][S:23]([CH3:26])(=[O:24])=[O:25])[CH:21]=[C:13]([F:12])[CH:14]=2)[NH:18][CH:17]=1)[CH:36]1[CH2:38][CH:37]1[C:39]#[N:40]. The catalyst class is: 4. Reactant: [Cl-].[In+3].[Cl-].[Cl-].FC(F)(F)C(O)=O.[F:12][C:13]1[CH:14]=[C:15]2[C:19](=[C:20]([CH2:22][S:23]([CH3:26])(=[O:25])=[O:24])[CH:21]=1)[NH:18][CH:17]=[CH:16]2.[F:27][C:28]1[CH:33]=[C:32]([F:34])[CH:31]=[CH:30][C:29]=1[CH:35](O)[CH:36]1[CH2:38][CH:37]1[C:39]#[N:40].